Dataset: Peptide-MHC class II binding affinity with 134,281 pairs from IEDB. Task: Regression. Given a peptide amino acid sequence and an MHC pseudo amino acid sequence, predict their binding affinity value. This is MHC class II binding data. (1) The peptide sequence is ATAAAIQLKCSDSMP. The binding affinity (normalized) is 0.345. The MHC is DRB4_0101 with pseudo-sequence DRB4_0103. (2) The peptide sequence is KVSFEPIPIHYCAPAGFA. The MHC is DRB1_0301 with pseudo-sequence DRB1_0301. The binding affinity (normalized) is 0.269. (3) The peptide sequence is NKNFFWAVKPKAVRQ. The MHC is DRB1_0401 with pseudo-sequence DRB1_0401. The binding affinity (normalized) is 0.401. (4) The peptide sequence is CIPSLEAAVKQAYAA. The MHC is HLA-DQA10201-DQB10202 with pseudo-sequence HLA-DQA10201-DQB10202. The binding affinity (normalized) is 0.176. (5) The peptide sequence is MGKATTEEQKLIEDV. The MHC is DRB1_1101 with pseudo-sequence DRB1_1101. The binding affinity (normalized) is 0.